This data is from Full USPTO retrosynthesis dataset with 1.9M reactions from patents (1976-2016). The task is: Predict the reactants needed to synthesize the given product. (1) Given the product [C:21]([C:20]1[CH:19]=[C:18]([CH:25]=[CH:24][CH:23]=1)[O:17][C:3]1[C:2]([NH:1][C:26](=[O:33])[C:27]2[CH:32]=[CH:31][CH:30]=[CH:29][CH:28]=2)=[CH:7][CH:6]=[C:5]([O:8][C:9]2[CH:16]=[CH:15][CH:14]=[C:11]([C:12]#[N:13])[CH:10]=2)[N:4]=1)#[N:22], predict the reactants needed to synthesize it. The reactants are: [NH2:1][C:2]1[C:3]([O:17][C:18]2[CH:19]=[C:20]([CH:23]=[CH:24][CH:25]=2)[C:21]#[N:22])=[N:4][C:5]([O:8][C:9]2[CH:10]=[C:11]([CH:14]=[CH:15][CH:16]=2)[C:12]#[N:13])=[CH:6][CH:7]=1.[C:26](Cl)(=[O:33])[C:27]1[CH:32]=[CH:31][CH:30]=[CH:29][CH:28]=1.C(N(CC)CC)C. (2) The reactants are: Br[C:2]1[S:3][C:4]([C:15]([O:17][CH2:18][CH3:19])=[O:16])=[C:5]([CH2:7][C:8]2[CH:13]=[CH:12][C:11]([Cl:14])=[CH:10][CH:9]=2)[N:6]=1.C(=O)([O-])[O-].[K+].[K+].[NH:26]1[CH2:31][CH2:30][O:29][CH2:28][CH2:27]1. Given the product [Cl:14][C:11]1[CH:12]=[CH:13][C:8]([CH2:7][C:5]2[N:6]=[C:2]([N:26]3[CH2:31][CH2:30][O:29][CH2:28][CH2:27]3)[S:3][C:4]=2[C:15]([O:17][CH2:18][CH3:19])=[O:16])=[CH:9][CH:10]=1, predict the reactants needed to synthesize it. (3) The reactants are: [Li+].[Cl:2][C:3]1[CH:8]=[CH:7][N:6]=[C:5]2[CH:9]=[C:10]([C:12]([O-])=[O:13])[S:11][C:4]=12.S(Cl)(Cl)=O.[BH4-].[Na+]. Given the product [OH:13][CH2:12][C:10]1[S:11][C:4]2[C:5](=[N:6][CH:7]=[CH:8][C:3]=2[Cl:2])[CH:9]=1, predict the reactants needed to synthesize it. (4) Given the product [C:20]([O:24][C:25](=[O:33])[NH:26][C@H:27]1[CH2:32][CH2:31][CH2:30][N:29]([C:2]2[N:10]([C:11]3[CH:16]=[CH:15][CH:14]=[CH:13][CH:12]=3)[C:9]3[C:8](=[O:17])[NH:7][CH:6]=[N:5][C:4]=3[C:3]=2[C:18]#[N:19])[CH2:28]1)([CH3:23])([CH3:21])[CH3:22], predict the reactants needed to synthesize it. The reactants are: Cl[C:2]1[N:10]([C:11]2[CH:16]=[CH:15][CH:14]=[CH:13][CH:12]=2)[C:9]2[C:8](=[O:17])[NH:7][CH:6]=[N:5][C:4]=2[C:3]=1[C:18]#[N:19].[C:20]([O:24][C:25](=[O:33])[NH:26][C@H:27]1[CH2:32][CH2:31][CH2:30][NH:29][CH2:28]1)([CH3:23])([CH3:22])[CH3:21].